The task is: Predict which catalyst facilitates the given reaction.. This data is from Catalyst prediction with 721,799 reactions and 888 catalyst types from USPTO. Reactant: [Cl:1][C:2]1[CH:8]=[CH:7][CH:6]=[C:5]([N+:9]([O-])=O)[C:3]=1[NH2:4].[OH-].[Na+].[CH2:14]([O:16][C:17](OCC)(OCC)OCC)[CH3:15]. Product: [Cl:1][C:2]1[C:3]2[NH:4][C:17]([O:16][CH2:14][CH3:15])=[N:9][C:5]=2[CH:6]=[CH:7][CH:8]=1. The catalyst class is: 8.